This data is from Forward reaction prediction with 1.9M reactions from USPTO patents (1976-2016). The task is: Predict the product of the given reaction. (1) The product is: [Br:17][C:3]1[CH:4]=[C:5]([CH:8]=[CH:9][C:2]=1[CH3:1])[C:6]#[N:7]. Given the reactants [CH3:1][C:2]1[CH:9]=[CH:8][C:5]([C:6]#[N:7])=[CH:4][CH:3]=1.C1C(=O)N([Br:17])C(=O)C1, predict the reaction product. (2) Given the reactants [CH3:1][CH:2]1[NH:7][CH2:6][CH2:5][N:4]([C:8]2[C:17]3[C:12](=[CH:13][CH:14]=[CH:15][CH:16]=3)[C:11]([C:18]3[CH:23]=[CH:22][CH:21]=[CH:20][CH:19]=3)=[N:10][N:9]=2)[CH2:3]1.C(N(CC)CC)C.[S:31]1[CH:35]=[CH:34][CH:33]=[C:32]1[C:36](Cl)=[O:37], predict the reaction product. The product is: [CH3:1][CH:2]1[CH2:3][N:4]([C:8]2[C:17]3[C:12](=[CH:13][CH:14]=[CH:15][CH:16]=3)[C:11]([C:18]3[CH:23]=[CH:22][CH:21]=[CH:20][CH:19]=3)=[N:10][N:9]=2)[CH2:5][CH2:6][N:7]1[C:36]([C:32]1[S:31][CH:35]=[CH:34][CH:33]=1)=[O:37]. (3) Given the reactants [CH2:1]([O:3][C:4](=[O:20])[C:5]1[CH:10]=[C:9]([C:11]2[CH:16]=[CH:15][C:14]([C:17]#[N:18])=[C:13](F)[CH:12]=2)[CH:8]=[N:7][CH:6]=1)[CH3:2].C([O-])(=[O:23])C.[K+].C1OCCOCCOCCOCCOCCOC1.C(=O)([O-])[O-].[Na+].[Na+], predict the reaction product. The product is: [CH2:1]([O:3][C:4](=[O:20])[C:5]1[CH:10]=[C:9]([C:11]2[CH:16]=[CH:15][C:14]([C:17]#[N:18])=[C:13]([OH:23])[CH:12]=2)[CH:8]=[N:7][CH:6]=1)[CH3:2]. (4) Given the reactants [NH2:1][CH2:2][CH2:3][CH2:4][OH:5].Cl[S:7]([OH:10])(=[O:9])=[O:8], predict the reaction product. The product is: [S:7]([OH:10])([O:5][CH2:4][CH2:3][CH2:2][NH2:1])(=[O:9])=[O:8].